Task: Predict the reaction yield, written as a fraction of the theoretical maximum amount of product (1.0 means a 100% yield; for example, 0.34 means a 34% yield).. Dataset: Reaction yield outcomes from USPTO patents with 853,638 reactions (1) The reactants are C([O:4][C:5](=[O:7])[CH3:6])(=O)C.O[NH:9][C:10]([C:12]1[CH:17]=[CH:16][C:15]([C:18]2[CH:22]=[C:21]([C:23]3[CH:28]=[CH:27][C:26]([C:29](=[NH:32])[NH:30]O)=[CH:25][C:24]=3[O:33][CH3:34])[O:20][N:19]=2)=[C:14]([O:35][CH3:36])[CH:13]=1)=[NH:11].[C:37]([OH:40])(=[O:39])[CH3:38]. No catalyst specified. The product is [C:37]([O:40][NH:11][C:10]([C:12]1[CH:17]=[CH:16][C:15]([C:18]2[CH:22]=[C:21]([C:23]3[CH:28]=[CH:27][C:26]([C:29](=[NH:30])[NH:32][O:4][C:5](=[O:7])[CH3:6])=[CH:25][C:24]=3[O:33][CH3:34])[O:20][N:19]=2)=[C:14]([O:35][CH3:36])[CH:13]=1)=[NH:9])(=[O:39])[CH3:38]. The yield is 0.940. (2) The reactants are [NH2:1][C:2]1[NH:6][N:5]=[C:4]([OH:7])[C:3]=1[C:8]1[CH:13]=[CH:12][CH:11]=[CH:10][N:9]=1.[NH:14]1[C:18]2[CH:19]=[CH:20][C:21]([C:23](=O)[CH2:24][C:25](OCC)=[O:26])=[CH:22][C:17]=2[N:16]=[N:15]1.CC1C=CC(S(O)(=O)=O)=CC=1. The catalyst is CCCCO. The product is [NH:14]1[C:18]2[CH:19]=[CH:20][C:21]([C:23]3[NH:1][C:2]4[N:6]([N:5]=[C:4]([OH:7])[C:3]=4[C:8]4[CH:13]=[CH:12][CH:11]=[CH:10][N:9]=4)[C:25](=[O:26])[CH:24]=3)=[CH:22][C:17]=2[N:16]=[N:15]1. The yield is 0.860. (3) The product is [ClH:35].[C:1]1([C@H:7]([NH:9][C:10]2[CH:11]=[C:12]([N:22]3[CH2:23][CH2:24][NH:25][CH2:26][CH2:27]3)[CH:13]=[CH:14][C:15]=2[C:16](=[O:21])[C:17]([F:20])([F:18])[F:19])[CH3:8])[CH:6]=[CH:5][CH:4]=[CH:3][CH:2]=1. The reactants are [C:1]1([CH:7]([NH:9][C:10]2[CH:11]=[C:12]([N:22]3[CH2:27][CH2:26][N:25](C(OC(C)(C)C)=O)[CH2:24][CH2:23]3)[CH:13]=[CH:14][C:15]=2[C:16](=[O:21])[C:17]([F:20])([F:19])[F:18])[CH3:8])[CH:6]=[CH:5][CH:4]=[CH:3][CH:2]=1.[ClH:35]. The yield is 0.720. The catalyst is ClCCl.C(OCC)C. (4) The reactants are [N:1]1[C:10]2[C:5](=[CH:6][CH:7]=[CH:8][CH:9]=2)[CH:4]=[CH:3][CH:2]=1.[Br:11][CH2:12][C:13]([C:15]1[CH:20]=[CH:19][C:18]([CH3:21])=[CH:17][CH:16]=1)=[O:14]. The catalyst is ClC(Cl)C. The product is [Br-:11].[O:14]=[C:13]([C:15]1[CH:20]=[CH:19][C:18]([CH3:21])=[CH:17][CH:16]=1)[CH2:12][N+:1]1[C:10]2[C:5](=[CH:6][CH:7]=[CH:8][CH:9]=2)[CH:4]=[CH:3][CH:2]=1. The yield is 0.460. (5) The reactants are C[O:2][C:3](=[O:27])[CH2:4][C:5]1[CH:10]=[CH:9][C:8]([C:11]#[C:12][C:13]2[CH:14]=[C:15]3[C:20](=[CH:21][CH:22]=2)[O:19][C:18]([CH3:24])([CH3:23])[CH2:17][C:16]3([CH3:26])[CH3:25])=[CH:7][CH:6]=1.[OH-].[Na+]. The catalyst is CO. The product is [CH3:23][C:18]1([CH3:24])[CH2:17][C:16]([CH3:25])([CH3:26])[C:15]2[C:20](=[CH:21][CH:22]=[C:13]([C:12]#[C:11][C:8]3[CH:7]=[CH:6][C:5]([CH2:4][C:3]([OH:27])=[O:2])=[CH:10][CH:9]=3)[CH:14]=2)[O:19]1. The yield is 0.820.